From a dataset of Peptide-MHC class I binding affinity with 185,985 pairs from IEDB/IMGT. Regression. Given a peptide amino acid sequence and an MHC pseudo amino acid sequence, predict their binding affinity value. This is MHC class I binding data. (1) The peptide sequence is KTDAGASTY. The MHC is HLA-B58:01 with pseudo-sequence HLA-B58:01. The binding affinity (normalized) is 0.666. (2) The peptide sequence is NSSRCWVAL. The MHC is HLA-B35:03 with pseudo-sequence HLA-B35:03. The binding affinity (normalized) is 0.0636.